Dataset: Human Reference Interactome with 51,813 positive PPI pairs across 8,248 proteins, plus equal number of experimentally-validated negative pairs. Task: Binary Classification. Given two protein amino acid sequences, predict whether they physically interact or not. (1) Protein 1 (ENSG00000147454) has sequence MELRSGSVGSQAVARRMDGDSRDGGGGKDATGSEDYENLPTSASVSTHMTAGAMAGILEHSVMYPVDSVKTRMQSLSPDPKAQYTSIYGALKKIMRTEGFWRPLRGVNVMIMGAGPAHAMYFACYENMKRTLNDVFHHQGNSHLANGILKAFVWS*MELRSGSVGSQAVARRMDGDSRDGGGGKDATGSEDYENLPTSASVSTHMTAGAMAGILEHSVMYPVDSVKTRMQSLSPDPKAQYTSIYGALKKIMRTEGFWRPLRGVNVMIMGAGPAHAMYFACYENMKRTLNDVFHHQGNSHL.... Protein 2 (ENSG00000183837) has sequence MPLTLLQDWCRGEHLNTRRCMLILGIPEDCGEDEFEETLQEACRHLGRYRVIGRMFRREENAQAILLELAQDIDYALLPREIPGKGGPWEVIVKPRNSDGEFLNRLNRFLEEERRTVSDMNRVLGSDTNCSAPRVTISPEFWTWAQTLGAAVQPLLEQMLYRELRVFSGNTISIPGALAFDAWLEHTTEMLQMWQVPEGEKRRRLMECLRGPALQVVSGLRASNASITVEECLAALQQVFGPVESHKIAQVKLCKAYQEAGEKVSSFVLRLEPLLQRAVENNVVSRRNVNQTRLKRVLSG.... Result: 1 (the proteins interact). (2) Protein 1 (ENSG00000180767) has sequence MGRRCCRRRVLAAACLGAALLLLCAAPRSLRPAFGNRALGSSWLGGEKRSPLQKLYDLDQDPRSTLAKVHRQRRDLLNSACSRHSRRQRLLQPEDLRHVLVDDAHGLLYCYVPKVACTNWKRVLLALSGQARGDPRAISAQEAHAPGRLPSLADFSPAEINRRLRAYLAFLFVREPFERLASAYRNKLARPYSAAFQRRYGARIVQRLRPRALPDARARGHDVRFAEFLAYLLDPRTRREEPFNEHWERAHALCHPCRLRYDVVGKFETLAEDAAFVLGLAGASDLSFPGPPRPRGAAAS.... Protein 2 (ENSG00000115165) has sequence MSLQRLLQHSSNGNLADFCAGPAYSSYSTLTGSLTMDDNRRIQMLADTVATLPRGRKQLALTRSSSLSDFSWSQRKLVTVEKQDNETFGFEIQSYRPQNQNACSSEMFTLICKIQEDSPAHCAGLQAGDVLANINGVSTEGFTYKQVVDLIRSSGNLLTIETLNGTMILKRTELEAKLQVLKQTLKQKWVEYRSLQLQEHRLLHGDAANCPSLENMDLDELSLFGPLPGPGPALVDRNRLSSESSCKSWLSSMTMDSEDGYQTCVSEDSSRGAFSRQTSTDDECFIPKEGDDFLRRSSSR.... Result: 0 (the proteins do not interact). (3) Protein 1 (ENSG00000167656) has sequence MRTALLLLAALAVATGPALTLRCHVCTSSSNCKHSVVCPASSRFCKTTNTVEPLRGNLVKKDCAESCTPSYTLQGQVSSGTSSTQCCQEDLCNEKLHNAAPTRTALAHSALSLGLALSLLAVILAPSL*. Protein 2 (ENSG00000154945) has sequence MNALLEQKEQQERLREAAALGDIREVQKLVESGVDVNSQNEVNGWTCLHWACKRNHGQVVSYLLKSGADKEILTTKGEMPVQLTSRREIRKIMGVEEEDDDDDDDDNLPQLKKESELPFVPNYLANPAFPFIYTPTAEDSAQMQNGGPSTPPASPPADGSPPLLPPGEPPLLGTFPRDHTSLALVQNGDVSAPSAILRTPESTKPGPVCQPPVSQSRSLFSSVPSKPPMSLEPQNGTYAGPAPAFQPFFFTGAFPFNMQELVLKVRIQNPSLRENDFIEIELDRQELTYQELLRVCCCEL.... Result: 0 (the proteins do not interact).